Dataset: NCI-60 drug combinations with 297,098 pairs across 59 cell lines. Task: Regression. Given two drug SMILES strings and cell line genomic features, predict the synergy score measuring deviation from expected non-interaction effect. Drug 1: CC1=C(C(CCC1)(C)C)C=CC(=CC=CC(=CC(=O)O)C)C. Drug 2: C1CC(C1)(C(=O)O)C(=O)O.[NH2-].[NH2-].[Pt+2]. Cell line: ACHN. Synergy scores: CSS=19.2, Synergy_ZIP=-6.84, Synergy_Bliss=-4.63, Synergy_Loewe=-0.0545, Synergy_HSA=0.453.